From a dataset of Reaction yield outcomes from USPTO patents with 853,638 reactions. Predict the reaction yield, written as a fraction of the theoretical maximum amount of product (1.0 means a 100% yield; for example, 0.34 means a 34% yield). (1) The reactants are [CH3:1][C:2]1[C:6]([CH2:7][N:8]2[CH:12]=[C:11]([N:13]3[CH2:17][CH2:16][NH:15][C:14]3=[O:18])[CH:10]=[N:9]2)=[C:5]([CH3:19])[O:4][N:3]=1.[H-].[Na+].[CH2:22](Br)[C:23]1[CH:28]=[CH:27][CH:26]=[CH:25][CH:24]=1. The catalyst is CN(C=O)C. The product is [CH2:22]([N:15]1[CH2:16][CH2:17][N:13]([C:11]2[CH:10]=[N:9][N:8]([CH2:7][C:6]3[C:2]([CH3:1])=[N:3][O:4][C:5]=3[CH3:19])[CH:12]=2)[C:14]1=[O:18])[C:23]1[CH:28]=[CH:27][CH:26]=[CH:25][CH:24]=1. The yield is 0.310. (2) The reactants are [NH2:1][C:2]1[CH:23]=[CH:22][C:5]([O:6][C:7]2[CH:8]=[CH:9][C:10]3[N:11]([CH:13]=[C:14]([NH:16][C:17]([CH:19]4[CH2:21][CH2:20]4)=[O:18])[N:15]=3)[CH:12]=2)=[C:4]([CH3:24])[CH:3]=1.[F:25][C:26]1[CH:31]=[CH:30][C:29]([N:32]2[C:37]([CH3:38])=[CH:36][CH:35]=[C:34]([C:39](O)=[O:40])[C:33]2=[O:42])=[CH:28][CH:27]=1.C(N(CC)C(C)C)(C)C.CN(C(ON1N=NC2C=CC=NC1=2)=[N+](C)C)C.F[P-](F)(F)(F)(F)F. The catalyst is CN(C)C=O. The product is [CH:19]1([C:17]([NH:16][C:14]2[N:15]=[C:10]3[CH:9]=[CH:8][C:7]([O:6][C:5]4[CH:22]=[CH:23][C:2]([NH:1][C:39]([C:34]5[C:33](=[O:42])[N:32]([C:29]6[CH:28]=[CH:27][C:26]([F:25])=[CH:31][CH:30]=6)[C:37]([CH3:38])=[CH:36][CH:35]=5)=[O:40])=[CH:3][C:4]=4[CH3:24])=[CH:12][N:11]3[CH:13]=2)=[O:18])[CH2:20][CH2:21]1. The yield is 0.740. (3) The reactants are CC(C)([O-])C.[K+].[CH3:7][C:8]([C:10]1[CH:15]=[CH:14][C:13]([O:16][CH3:17])=[CH:12][C:11]=1[O:18][CH3:19])=[O:9].[C:20](=O)([O:23]C)[O:21][CH3:22].C(O)(=O)CC(CC(O)=O)(C(O)=O)O. The catalyst is C(OC)(C)(C)C. The product is [CH3:19][O:18][C:11]1[CH:12]=[C:13]([O:16][CH3:17])[CH:14]=[CH:15][C:10]=1[C:8](=[O:9])[CH2:7][C:20]([O:21][CH3:22])=[O:23]. The yield is 0.850. (4) The catalyst is FC(F)(F)C(O)=O.O1CCCC1. The yield is 0.660. The product is [CH3:30][NH:13][C:10]1[CH:11]=[N:12][C:7]([N:1]2[CH2:6][CH2:5][O:4][CH2:3][CH2:2]2)=[CH:8][C:9]=1[C:14]1[CH:19]=[CH:18][CH:17]=[CH:16][C:15]=1[CH3:20]. The reactants are [N:1]1([C:7]2[N:12]=[CH:11][C:10]([NH2:13])=[C:9]([C:14]3[CH:19]=[CH:18][CH:17]=[CH:16][C:15]=3[CH3:20])[CH:8]=2)[CH2:6][CH2:5][O:4][CH2:3][CH2:2]1.[H-].[Al+3].[Li+].[H-].[H-].[H-].Cl.[OH-].[Na+].[CH:30](OC)(OC)OC. (5) The reactants are C([N:8]1[CH2:21][CH2:20][C:19]2[C:18]3[C:13](=[CH:14][CH:15]=[C:16]4[O:25][CH2:24][CH:23]=[CH:22][C:17]4=3)[NH:12][C:11]=2[CH2:10][CH2:9]1)C1C=CC=CC=1.[ClH:26]. The catalyst is C(O)C.[Pd]. The product is [ClH:26].[CH2:22]1[C:17]2=[C:18]3[C:13](=[CH:14][CH:15]=[C:16]2[O:25][CH2:24][CH2:23]1)[NH:12][C:11]1[CH2:10][CH2:9][NH:8][CH2:21][CH2:20][C:19]3=1. The yield is 0.940. (6) The reactants are O[Li].O.C[O:5][C:6](=[O:25])[C:7]1[CH:12]=[C:11]([N:13]2[CH:17]=[N:16][N:15]=[N:14]2)[CH:10]=[C:9]([C:18]2[CH:23]=[CH:22][C:21]([CH3:24])=[CH:20][N:19]=2)[CH:8]=1. The catalyst is O.C1COCC1. The product is [CH3:24][C:21]1[CH:22]=[CH:23][C:18]([C:9]2[CH:8]=[C:7]([CH:12]=[C:11]([N:13]3[CH:17]=[N:16][N:15]=[N:14]3)[CH:10]=2)[C:6]([OH:25])=[O:5])=[N:19][CH:20]=1. The yield is 0.930. (7) The reactants are [OH:1][C:2]1[CH:3]=[CH:4][C:5]2[O:19][CH2:18][C:8]3(C4[C:11](=CC=CC=4)[NH:10][C:9]3=[O:17])[C:6]=2[CH:7]=1.[C:33]1(P([C:33]2[CH:38]=[CH:37][CH:36]=[CH:35][CH:34]=2)[C:33]2[CH:38]=[CH:37][CH:36]=[CH:35][CH:34]=2)[CH:38]=[CH:37][CH:36]=[CH:35][CH:34]=1.CO.N(C(OCC)=O)=N[C:43](OCC)=O. The catalyst is O1CCCC1. The product is [CH3:43][O:1][C:2]1[CH:3]=[CH:4][C:5]2[O:19][CH2:18][C:8]3([C:34]4[C:33](=[CH:38][CH:37]=[CH:36][CH:35]=4)[N:10]([CH3:11])[C:9]3=[O:17])[C:6]=2[CH:7]=1. The yield is 0.140. (8) The reactants are Cl.[Br:2][C:3]1[CH:8]=[CH:7][C:6]([NH:9][NH2:10])=[CH:5][CH:4]=1.[C:11]1(=O)[O:16][C:14](=[O:15])[C:13]2=[CH:17][CH:18]=[CH:19][CH:20]=[C:12]12. The catalyst is C(O)(=O)C. The product is [Br:2][C:3]1[CH:8]=[CH:7][C:6]([NH:9][N:10]2[C:14](=[O:15])[C:13]3[C:12](=[CH:20][CH:19]=[CH:18][CH:17]=3)[C:11]2=[O:16])=[CH:5][CH:4]=1. The yield is 0.840.